Dataset: Forward reaction prediction with 1.9M reactions from USPTO patents (1976-2016). Task: Predict the product of the given reaction. (1) The product is: [CH2:1]([O:3][C:4](=[O:31])[C:5]([O:8][C:9]1[CH:14]=[CH:13][C:12]([CH2:15][N:16]([C:17]2[N:18]([CH3:29])[N:19]=[C:20]([C:22]3[CH:23]=[CH:24][C:25]([Cl:28])=[CH:26][CH:27]=3)[CH:21]=2)[CH2:38][CH3:39])=[CH:11][C:10]=1[CH3:30])([CH3:6])[CH3:7])[CH3:2]. Given the reactants [CH2:1]([O:3][C:4](=[O:31])[C:5]([O:8][C:9]1[CH:14]=[CH:13][C:12]([CH2:15][NH:16][C:17]2[N:18]([CH3:29])[N:19]=[C:20]([C:22]3[CH:27]=[CH:26][C:25]([Cl:28])=[CH:24][CH:23]=3)[CH:21]=2)=[CH:11][C:10]=1[CH3:30])([CH3:7])[CH3:6])[CH3:2].C([O-])([O-])=O.[Cs+].[Cs+].[CH2:38](I)[CH3:39], predict the reaction product. (2) Given the reactants C([O:5][C:6]([C:8]1[NH:9][C:10]([CH3:19])=[C:11]([C:14]([O:16][CH2:17][CH3:18])=[O:15])[C:12]=1[CH3:13])=O)(C)(C)C.C(OCC)(OCC)OCC, predict the reaction product. The product is: [CH3:19][C:10]1[NH:9][C:8]([CH:6]=[O:5])=[C:12]([CH3:13])[C:11]=1[C:14]([O:16][CH2:17][CH3:18])=[O:15]. (3) The product is: [ClH:1].[CH3:8][S:9]([C:12]1[CH:13]=[CH:14][C:15]([O:18][CH2:19][CH2:20][C@H:21]2[CH2:23][C@@H:22]2[CH:24]2[CH2:29][CH2:28][NH:27][CH2:26][CH2:25]2)=[N:16][CH:17]=1)(=[O:10])=[O:11]. Given the reactants [ClH:1].O1CCOCC1.[CH3:8][S:9]([C:12]1[CH:13]=[CH:14][C:15]([O:18][CH2:19][CH2:20][C@H:21]2[CH2:23][C@@H:22]2[CH:24]2[CH2:29][CH2:28][N:27](C(OC(C)(C)C)=O)[CH2:26][CH2:25]2)=[N:16][CH:17]=1)(=[O:11])=[O:10], predict the reaction product.